Dataset: Catalyst prediction with 721,799 reactions and 888 catalyst types from USPTO. Task: Predict which catalyst facilitates the given reaction. (1) Reactant: C(=O)([O-])[O-].[K+].[K+].[F:7][C:8]1[CH:9]=[C:10]([CH:15]=[CH:16][C:17]=1F)[C:11]([O:13][CH3:14])=[O:12].[CH3:19][CH:20]1[CH2:25][CH2:24][NH:23][CH2:22][CH2:21]1. Product: [F:7][C:8]1[CH:9]=[C:10]([CH:15]=[CH:16][C:17]=1[N:23]1[CH2:24][CH2:25][CH:20]([CH3:19])[CH2:21][CH2:22]1)[C:11]([O:13][CH3:14])=[O:12]. The catalyst class is: 3. (2) Product: [C:3]([OH:4])(=[O:14])[CH2:2][CH2:11][CH2:10][CH2:5][CH2:6][CH2:7][CH2:8][CH2:9][CH2:28][CH2:29][CH2:30][CH2:31][CH2:32][CH2:33][CH3:34].[Cl:1][C:2]1[C:3](=[O:14])[O:4][C:5]2[C:10]([C:11]=1[CH3:12])=[CH:9][CH:8]=[C:7]([OH:13])[CH:6]=2. The catalyst class is: 355. Reactant: [Cl:1][C:2]1[C:3](=[O:14])[O:4][C:5]2[C:10]([C:11]=1[CH3:12])=[CH:9][CH:8]=[C:7]([OH:13])[CH:6]=2.C(=O)([O-])[O-].[K+].[K+].C(N(CC)CC)C.[C:28](Cl)(=O)[CH2:29][CH2:30][CH2:31][CH2:32][CH2:33][CH2:34][CH2:28][CH2:29][CH2:30][CH2:31][CH2:32][CH2:33][CH2:34]CC.